From a dataset of hERG Central: cardiac toxicity at 1µM, 10µM, and general inhibition. Predict hERG channel inhibition at various concentrations. (1) The molecule is COc1ccc(C2CC(=O)C=C(NCc3ccc4c(c3)OCO4)C2)cc1. Results: hERG_inhib (hERG inhibition (general)): blocker. (2) The molecule is Cc1cccc(NC(=O)CN2CCN(C(=O)C(C)Oc3ccc(C#N)cc3)CC2)c1C. Results: hERG_inhib (hERG inhibition (general)): blocker. (3) The drug is CCSc1ccccc1C(=O)N1CCN(c2ccc([N+](=O)[O-])cc2)CC1. Results: hERG_inhib (hERG inhibition (general)): blocker. (4) The drug is Cc1cccc(C(=O)O/N=C(\N)Cc2ccc([N+](=O)[O-])cc2)c1. Results: hERG_inhib (hERG inhibition (general)): blocker.